This data is from Forward reaction prediction with 1.9M reactions from USPTO patents (1976-2016). The task is: Predict the product of the given reaction. (1) Given the reactants CC(C)=[O:3].C(=O)=O.C(OC[C@@H:17]([CH2:28][N:29]1[CH:34]=[CH:33][C:32]([NH2:35])=[N:31][C:30]1=[O:36])[C@H:18]([O:20][Si](C(C)(C)C)(C)C)[CH3:19])C1C=CC=CC=1.B(Cl)(Cl)Cl.C(Cl)Cl, predict the reaction product. The product is: [NH2:35][C:32]1[CH:33]=[CH:34][N:29]([CH:28]([OH:3])[CH2:17][CH:18]([OH:20])[CH3:19])[C:30](=[O:36])[N:31]=1. (2) Given the reactants [C:1]1([CH2:7][C:8]([OH:10])=O)[CH:6]=[CH:5][CH:4]=[CH:3][CH:2]=1.CN(C(ON1N=NC2C=CC=NC1=2)=[N+](C)C)C.F[P-](F)(F)(F)(F)F.CCN(C(C)C)C(C)C.[Br:44][C:45]1[CH:46]=[C:47]2[C:51](=[CH:52][CH:53]=1)[NH:50][CH2:49][CH2:48]2, predict the reaction product. The product is: [Br:44][C:45]1[CH:46]=[C:47]2[C:51](=[CH:52][CH:53]=1)[N:50]([C:8](=[O:10])[CH2:7][C:1]1[CH:2]=[CH:3][CH:4]=[CH:5][CH:6]=1)[CH2:49][CH2:48]2. (3) Given the reactants [CH3:1][O:2][C:3]1[CH:4]=[C:5]2[C:10](=[CH:11][C:12]=1[O:13][CH3:14])[N:9]=[CH:8][N:7]=[C:6]2[O:15][C:16]1[CH:22]=[CH:21][C:19]([NH2:20])=[CH:18][C:17]=1[CH3:23].ClC(Cl)(O[C:28](=[O:34])OC(Cl)(Cl)Cl)Cl.[CH2:36]([NH2:40])[CH2:37][CH2:38][CH3:39].CO, predict the reaction product. The product is: [CH2:36]([NH:40][C:28]([NH:20][C:19]1[CH:21]=[CH:22][C:16]([O:15][C:6]2[C:5]3[C:10](=[CH:11][C:12]([O:13][CH3:14])=[C:3]([O:2][CH3:1])[CH:4]=3)[N:9]=[CH:8][N:7]=2)=[C:17]([CH3:23])[CH:18]=1)=[O:34])[CH2:37][CH2:38][CH3:39]. (4) The product is: [F:36][C:31]1[CH:32]=[CH:33][CH:34]=[CH:35][C:30]=1[C:27]1[N:26]=[CH:25][C:24]([C:20]2[S:21][C:22]([CH3:23])=[C:18]([CH2:17][CH2:16][O:15][C:12]3[CH:13]=[CH:14][C:9]([CH2:8][CH2:7][C:6]([OH:38])=[O:5])=[C:10]([CH3:37])[CH:11]=3)[N:19]=2)=[CH:29][CH:28]=1. Given the reactants C([O:5][C:6](=[O:38])[CH2:7][CH2:8][C:9]1[CH:14]=[CH:13][C:12]([O:15][CH2:16][CH2:17][C:18]2[N:19]=[C:20]([C:24]3[CH:25]=[N:26][C:27]([C:30]4[CH:35]=[CH:34][CH:33]=[CH:32][C:31]=4[F:36])=[CH:28][CH:29]=3)[S:21][C:22]=2[CH3:23])=[CH:11][C:10]=1[CH3:37])(C)(C)C.C(O)(C(F)(F)F)=O, predict the reaction product.